Dataset: Peptide-MHC class I binding affinity with 185,985 pairs from IEDB/IMGT. Task: Regression. Given a peptide amino acid sequence and an MHC pseudo amino acid sequence, predict their binding affinity value. This is MHC class I binding data. (1) The peptide sequence is WEITYLGTT. The MHC is HLA-B08:02 with pseudo-sequence HLA-B08:02. The binding affinity (normalized) is 0.0847. (2) The peptide sequence is SYVFNFHKY. The binding affinity (normalized) is 0.0847. The MHC is HLA-A68:02 with pseudo-sequence HLA-A68:02. (3) The peptide sequence is GMAEDLQSL. The MHC is HLA-A31:01 with pseudo-sequence HLA-A31:01. The binding affinity (normalized) is 0.0847. (4) The peptide sequence is FLIVSLCPT. The MHC is H-2-Db with pseudo-sequence H-2-Db. The binding affinity (normalized) is 0.00995. (5) The peptide sequence is NGNFNFERV. The MHC is HLA-B27:05 with pseudo-sequence HLA-B27:05. The binding affinity (normalized) is 0.213.